From a dataset of Catalyst prediction with 721,799 reactions and 888 catalyst types from USPTO. Predict which catalyst facilitates the given reaction. (1) Reactant: [CH3:1][O:2][C:3]([C:5]1[CH:10]=[N:9][C:8]([CH3:11])=[CH:7][N:6]=1)=[O:4].C1C(=O)N([Br:19])C(=O)C1.C(OOC(=O)C1C=CC=CC=1)(=O)C1C=CC=CC=1. Product: [CH3:1][O:2][C:3]([C:5]1[CH:10]=[N:9][C:8]([CH2:11][Br:19])=[CH:7][N:6]=1)=[O:4]. The catalyst class is: 53. (2) Product: [OH:9][C:10]([CH:13]1[CH2:18][CH2:17][CH:16]([N:19]2[C:24](=[O:25])[C:23]([CH2:26][C:27]3[CH:32]=[CH:31][C:30]([C:33]4[CH:38]=[CH:37][CH:36]=[CH:35][C:34]=4[C:39]4[NH:3][C:4](=[O:7])[O:5][N:40]=4)=[CH:29][CH:28]=3)=[C:22]([CH2:41][CH2:42][CH3:43])[N:21]3[N:44]=[CH:45][N:46]=[C:20]23)[CH2:15][CH2:14]1)([CH3:12])[CH3:11]. Reactant: [Cl-].O[NH3+:3].[C:4](=[O:7])([O-])[OH:5].[Na+].[OH:9][C:10]([CH:13]1[CH2:18][CH2:17][CH:16]([N:19]2[C:24](=[O:25])[C:23]([CH2:26][C:27]3[CH:32]=[CH:31][C:30]([C:33]4[C:34]([C:39]#[N:40])=[CH:35][CH:36]=[CH:37][CH:38]=4)=[CH:29][CH:28]=3)=[C:22]([CH2:41][CH2:42][CH3:43])[N:21]3[N:44]=[CH:45][N:46]=[C:20]23)[CH2:15][CH2:14]1)([CH3:12])[CH3:11]. The catalyst class is: 148. (3) Reactant: [NH2:1][C:2]1[C:10]2[C:5](=[CH:6][CH:7]=[C:8]([NH2:11])[CH:9]=2)[N:4](C(OC(C)(C)C)=O)[N:3]=1.[CH2:19]([N:26]1[CH2:31][CH2:30][CH2:29][C:28](=O)[CH2:27]1)[C:20]1[CH:25]=[CH:24][CH:23]=[CH:22][CH:21]=1.C([BH3-])#N.[Na+]. Product: [CH2:19]([N:26]1[CH2:31][CH2:30][CH2:29][CH:28]([NH:11][C:8]2[CH:9]=[C:10]3[C:5](=[CH:6][CH:7]=2)[NH:4][N:3]=[C:2]3[NH2:1])[CH2:27]1)[C:20]1[CH:25]=[CH:24][CH:23]=[CH:22][CH:21]=1. The catalyst class is: 5. (4) Reactant: [C:1]([O:5][C:6](=[O:23])[N:7]([C:16]1[CH:21]=[N:20][CH:19]=[C:18](Cl)[N:17]=1)[CH2:8][C:9]1[CH:14]=[CH:13][CH:12]=[C:11]([F:15])[CH:10]=1)([CH3:4])([CH3:3])[CH3:2].[NH:24]1[CH2:29][CH2:28][NH:27][CH2:26][CH2:25]1. Product: [C:1]([O:5][C:6](=[O:23])[N:7]([CH2:8][C:9]1[CH:14]=[CH:13][CH:12]=[C:11]([F:15])[CH:10]=1)[C:16]1[N:17]=[C:18]([N:24]2[CH2:29][CH2:28][NH:27][CH2:26][CH2:25]2)[CH:19]=[N:20][CH:21]=1)([CH3:4])([CH3:3])[CH3:2]. The catalyst class is: 14.